Dataset: Catalyst prediction with 721,799 reactions and 888 catalyst types from USPTO. Task: Predict which catalyst facilitates the given reaction. (1) Reactant: [O:1]1[C:5]2[CH:6]=[CH:7][CH:8]=[CH:9][C:4]=2[CH:3]=[C:2]1[C:10]([NH:12][C:13]1([C:19]([NH:21][CH:22]2[CH2:27][CH2:26][N:25]([C:28]3[CH:33]=[CH:32][CH:31]=[CH:30][C:29]=3[S:34][CH:35]([CH3:37])[CH3:36])[CH2:24][CH:23]2[OH:38])=[O:20])[CH2:18][CH2:17][CH2:16][CH2:15][CH2:14]1)=[O:11].C(N(CC)CC)C.CS(C)=[O:48]. Product: [O:1]1[C:5]2[CH:6]=[CH:7][CH:8]=[CH:9][C:4]=2[CH:3]=[C:2]1[C:10]([NH:12][C:13]1([C:19]([NH:21][CH:22]2[CH2:27][CH2:26][N:25]([C:28]3[CH:33]=[CH:32][CH:31]=[CH:30][C:29]=3[S:34]([CH:35]([CH3:36])[CH3:37])=[O:48])[CH2:24][C:23]2=[O:38])=[O:20])[CH2:18][CH2:17][CH2:16][CH2:15][CH2:14]1)=[O:11]. The catalyst class is: 13. (2) Reactant: C(O[C:4]1[C:5](=[O:17])[C:6](=[O:16])[C:7]=1[NH:8][C:9]1[CH:14]=[CH:13][CH:12]=[CH:11][C:10]=1[OH:15])C.[CH3:18][C:19]1[C:25]([CH3:26])=[CH:24][CH:23]=[CH:22][C:20]=1[NH2:21]. Product: [CH3:18][C:19]1[C:25]([CH3:26])=[CH:24][CH:23]=[CH:22][C:20]=1[NH:21][C:4]1[C:5](=[O:17])[C:6](=[O:16])[C:7]=1[NH:8][C:9]1[CH:14]=[CH:13][CH:12]=[CH:11][C:10]=1[OH:15]. The catalyst class is: 16.